Dataset: Full USPTO retrosynthesis dataset with 1.9M reactions from patents (1976-2016). Task: Predict the reactants needed to synthesize the given product. Given the product [S:9]1[CH:13]=[CH:12][C:11]([C:2]2[C:7]([OH:8])=[CH:6][CH:5]=[CH:4][N:3]=2)=[CH:10]1, predict the reactants needed to synthesize it. The reactants are: Br[C:2]1[C:7]([OH:8])=[CH:6][CH:5]=[CH:4][N:3]=1.[S:9]1[CH:13]=[CH:12][C:11](B(O)O)=[CH:10]1.C(=O)([O-])[O-].[Na+].[Na+].